This data is from NCI-60 drug combinations with 297,098 pairs across 59 cell lines. The task is: Regression. Given two drug SMILES strings and cell line genomic features, predict the synergy score measuring deviation from expected non-interaction effect. Drug 2: C1CC(C1)(C(=O)O)C(=O)O.[NH2-].[NH2-].[Pt+2]. Drug 1: C1CCN(CC1)CCOC2=CC=C(C=C2)C(=O)C3=C(SC4=C3C=CC(=C4)O)C5=CC=C(C=C5)O. Cell line: EKVX. Synergy scores: CSS=11.3, Synergy_ZIP=-3.64, Synergy_Bliss=-1.52, Synergy_Loewe=-0.678, Synergy_HSA=-1.98.